Dataset: Forward reaction prediction with 1.9M reactions from USPTO patents (1976-2016). Task: Predict the product of the given reaction. Given the reactants Br[C:2]1[CH:3]=[C:4]([N:8]2[CH2:13][CH2:12][C:11]([CH3:20])([C:14]3[CH:19]=[CH:18][CH:17]=[CH:16][CH:15]=3)[O:10][C:9]2=[O:21])[CH:5]=[CH:6][CH:7]=1.[C:22]1(B(O)O)[CH:27]=[CH:26][CH:25]=[CH:24][CH:23]=1.C([O-])(O)=O.[Na+], predict the reaction product. The product is: [C:2]1([C:22]2[CH:27]=[CH:26][CH:25]=[CH:24][CH:23]=2)[CH:7]=[CH:6][CH:5]=[C:4]([N:8]2[CH2:13][CH2:12][C:11]([CH3:20])([C:14]3[CH:19]=[CH:18][CH:17]=[CH:16][CH:15]=3)[O:10][C:9]2=[O:21])[CH:3]=1.